This data is from Reaction yield outcomes from USPTO patents with 853,638 reactions. The task is: Predict the reaction yield, written as a fraction of the theoretical maximum amount of product (1.0 means a 100% yield; for example, 0.34 means a 34% yield). (1) The reactants are [CH3:1][N:2]1[CH:6]=[CH:5][CH:4]=[C:3]1[C:7](=[O:9])[CH3:8].ClS([N:14]=[C:15]=O)(=O)=O.CN(C)C=O.C(=O)([O-])[O-].[Na+].[Na+]. The catalyst is C(Cl)Cl. The product is [C:7]([C:3]1[N:2]([CH3:1])[CH:6]=[C:5]([C:15]#[N:14])[CH:4]=1)(=[O:9])[CH3:8]. The yield is 0.340. (2) The product is [CH3:1][CH:2]([CH:9]([C@@H:21]([CH:23]([CH2:25][O:26][C:33]([C:27]1[CH:32]=[CH:31][CH:30]=[CH:29][CH:28]=1)([C:41]1[CH:42]=[CH:43][CH:44]=[CH:45][CH:46]=1)[C:35]1[CH:36]=[CH:37][CH:38]=[CH:39][CH:40]=1)[OH:24])[OH:22])[CH2:10][CH2:11][CH2:12][CH2:13][CH2:14][CH2:15][CH2:16][CH2:17][CH2:18][CH2:19][CH3:20])[CH2:3][CH2:4][CH2:5][CH2:6][CH2:7][CH3:8]. The reactants are [CH3:1][CH:2]([CH:9]([CH:21]([CH:23]([CH2:25][OH:26])[OH:24])[OH:22])[CH2:10][CH2:11][CH2:12][CH2:13][CH2:14][CH2:15][CH2:16][CH2:17][CH2:18][CH2:19][CH3:20])[CH2:3][CH2:4][CH2:5][CH2:6][CH2:7][CH3:8].[C:27]1([C:33]([C:41]2[CH:46]=[CH:45][CH:44]=[CH:43][CH:42]=2)([C:35]2[CH:40]=[CH:39][CH:38]=[CH:37][CH:36]=2)Cl)[CH:32]=[CH:31][CH:30]=[CH:29][CH:28]=1.C(N(CC)CC)C. The catalyst is C1COCC1.C(#N)C. The yield is 0.927. (3) The reactants are [C:1]([O:8][CH3:9])(=[O:7])/[CH:2]=[CH:3]/[C:4]([OH:6])=[O:5].[CH3:10][CH:11]([CH3:18])[C:12]([O:14][CH2:15][CH2:16]Cl)=[O:13]. The catalyst is CN1C(=O)CCC1. The product is [C:1]([O:8][CH3:9])(=[O:7])/[CH:2]=[CH:3]/[C:4]([O:6][CH2:16][CH2:15][O:14][C:12](=[O:13])[CH:11]([CH3:18])[CH3:10])=[O:5]. The yield is 0.890. (4) The reactants are [O:1]1[CH:5]=[CH:4][CH:3]=[C:2]1[CH2:6][CH2:7][C:8]1[CH:13]=[CH:12][C:11]([CH2:14][OH:15])=[CH:10][CH:9]=1. The catalyst is [O-2].[O-2].[Mn+4].C(OCC)(=O)C. The product is [O:1]1[CH:5]=[CH:4][CH:3]=[C:2]1[CH2:6][CH2:7][C:8]1[CH:9]=[CH:10][C:11]([CH:14]=[O:15])=[CH:12][CH:13]=1. The yield is 0.835. (5) The reactants are C(OC(C1CC[N:11]([C:14](=O)[NH:15][CH2:16][C:17]([C:19]2[CH:24]=[CH:23][C:22]([F:25])=[C:21]([C:26]([F:29])([F:28])[F:27])[CH:20]=2)=O)CC1)=O)(C)(C)C.[C:31]([O-:34])(=[O:33])C.[NH4+:35]. The catalyst is CO. The product is [C:21]([O:34][C:31]([N:35]1[CH2:23][CH2:24][CH:19]([C:14]2[NH:15][CH:16]=[C:17]([C:19]3[CH:24]=[CH:23][C:22]([F:25])=[C:21]([C:26]([F:27])([F:28])[F:29])[CH:20]=3)[N:11]=2)[CH2:17][CH2:16]1)=[O:33])([CH3:26])([CH3:22])[CH3:20]. The yield is 0.570. (6) The reactants are [F:1][C:2]1[C:7]([C:8]2[CH:13]=[CH:12][C:11]([C:14]([F:17])([F:16])[F:15])=[CH:10][CH:9]=2)=[CH:6][C:5]([CH2:18][NH2:19])=[CH:4][CH:3]=1.[CH2:20]([N:22]([CH2:33][C:34](O)=[O:35])[S:23]([C:26]1[CH:31]=[CH:30][C:29]([F:32])=[CH:28][CH:27]=1)(=[O:25])=[O:24])[CH3:21].CN(C(ON1N=NC2C=CC=NC1=2)=[N+](C)C)C.F[P-](F)(F)(F)(F)F.C(N(CC)C(C)C)(C)C.OS([O-])(=O)=O.[K+]. The catalyst is C(Cl)Cl. The product is [CH2:20]([N:22]([S:23]([C:26]1[CH:27]=[CH:28][C:29]([F:32])=[CH:30][CH:31]=1)(=[O:25])=[O:24])[CH2:33][C:34]([NH:19][CH2:18][C:5]1[CH:6]=[C:7]([C:8]2[CH:9]=[CH:10][C:11]([C:14]([F:16])([F:17])[F:15])=[CH:12][CH:13]=2)[C:2]([F:1])=[CH:3][CH:4]=1)=[O:35])[CH3:21]. The yield is 0.260.